From a dataset of Reaction yield outcomes from USPTO patents with 853,638 reactions. Predict the reaction yield, written as a fraction of the theoretical maximum amount of product (1.0 means a 100% yield; for example, 0.34 means a 34% yield). (1) The yield is 0.870. The product is [I:2][C:10]1[CH:15]=[C:14]([CH3:16])[CH:13]=[C:12]([O:17][CH3:18])[CH:11]=1. The reactants are [Na+].[I-:2].CNCCNC.Br[C:10]1[CH:15]=[C:14]([CH3:16])[CH:13]=[C:12]([O:17][CH3:18])[CH:11]=1. The catalyst is O1CCOCC1. (2) The reactants are Br[CH2:2][CH:3]([O:7][CH2:8][CH3:9])[O:4][CH2:5][CH3:6].[C:10]([CH2:12][C:13]([O:15][CH2:16][CH3:17])=[O:14])#[N:11].C([O-])([O-])=O.[K+].[K+].[Na+].[I-]. No catalyst specified. The product is [C:10]([CH:12]([CH2:2][CH:3]([O:7][CH2:8][CH3:9])[O:4][CH2:5][CH3:6])[C:13]([O:15][CH2:16][CH3:17])=[O:14])#[N:11]. The yield is 0.780.